This data is from NCI-60 drug combinations with 297,098 pairs across 59 cell lines. The task is: Regression. Given two drug SMILES strings and cell line genomic features, predict the synergy score measuring deviation from expected non-interaction effect. (1) Drug 1: C1CN(CCN1C(=O)CCBr)C(=O)CCBr. Drug 2: C(CCl)NC(=O)N(CCCl)N=O. Cell line: HL-60(TB). Synergy scores: CSS=77.4, Synergy_ZIP=4.75, Synergy_Bliss=4.67, Synergy_Loewe=7.82, Synergy_HSA=7.13. (2) Drug 1: CS(=O)(=O)C1=CC(=C(C=C1)C(=O)NC2=CC(=C(C=C2)Cl)C3=CC=CC=N3)Cl. Drug 2: CCCS(=O)(=O)NC1=C(C(=C(C=C1)F)C(=O)C2=CNC3=C2C=C(C=N3)C4=CC=C(C=C4)Cl)F. Cell line: NCI/ADR-RES. Synergy scores: CSS=3.83, Synergy_ZIP=-2.31, Synergy_Bliss=-1.86, Synergy_Loewe=-2.68, Synergy_HSA=-3.00. (3) Drug 1: C1=CC(=CC=C1CC(C(=O)O)N)N(CCCl)CCCl.Cl. Drug 2: C1CC(C1)(C(=O)O)C(=O)O.[NH2-].[NH2-].[Pt+2]. Cell line: K-562. Synergy scores: CSS=30.0, Synergy_ZIP=-3.69, Synergy_Bliss=0.111, Synergy_Loewe=-11.0, Synergy_HSA=-1.68.